Dataset: Catalyst prediction with 721,799 reactions and 888 catalyst types from USPTO. Task: Predict which catalyst facilitates the given reaction. (1) Reactant: [CH3:1][C:2]1([C:21]2[CH:26]=[CH:25][CH:24]=[CH:23][CH:22]=2)[NH:6][C:5](=[O:7])[N:4]([C:8]([C:10]2[C:19]3[C:14](=[CH:15][CH:16]=[CH:17][CH:18]=3)[CH:13]=[CH:12][CH:11]=2)=[O:9])[C:3]1=[O:20].[H-].[Na+].[F:29][C:30]1[CH:37]=[CH:36][C:33]([CH2:34]Br)=[CH:32][CH:31]=1.C(OCC)(=O)C. The catalyst class is: 3. Product: [F:29][C:30]1[CH:37]=[CH:36][C:33]([CH2:34][N:6]2[C:2]([CH3:1])([C:21]3[CH:26]=[CH:25][CH:24]=[CH:23][CH:22]=3)[C:3](=[O:20])[N:4]([C:8]([C:10]3[C:19]4[C:14](=[CH:15][CH:16]=[CH:17][CH:18]=4)[CH:13]=[CH:12][CH:11]=3)=[O:9])[C:5]2=[O:7])=[CH:32][CH:31]=1. (2) Reactant: [F:1][C:2]1[CH:8]=[CH:7][C:5]([NH2:6])=[C:4]([O:9][CH:10]2[CH2:15][CH2:14][O:13][CH2:12][CH2:11]2)[CH:3]=1.[Br:16][C:17]1[S:26][C:20]2[N:21]=[CH:22][N:23]=[C:24](Cl)[C:19]=2[C:18]=1[CH3:27].O.C1(C)C=CC(S(O)(=O)=O)=CC=1. Product: [Br:16][C:17]1[S:26][C:20]2[N:21]=[CH:22][N:23]=[C:24]([NH:6][C:5]3[CH:7]=[CH:8][C:2]([F:1])=[CH:3][C:4]=3[O:9][CH:10]3[CH2:15][CH2:14][O:13][CH2:12][CH2:11]3)[C:19]=2[C:18]=1[CH3:27]. The catalyst class is: 38. (3) Reactant: [CH3:1][C:2]1[C:6]([S:7]([NH2:10])(=[O:9])=[O:8])=[C:5]([CH3:11])[O:4][N:3]=1.[Cl:12][C:13]1[CH:41]=[CH:40][C:16]([CH2:17][O:18][C:19]2[CH:24]=[CH:23][CH:22]=[CH:21][C:20]=2[C:25]2[N:26]([C:31]3[CH:32]=[C:33]([CH:37]=[CH:38][CH:39]=3)[C:34](O)=[O:35])[C:27]([CH3:30])=[CH:28][CH:29]=2)=[CH:15][CH:14]=1.C(C1NC=CN=1)(C1NC=CN=1)=O.C(N(C(C)C)CC)(C)C. Product: [Cl:12][C:13]1[CH:41]=[CH:40][C:16]([CH2:17][O:18][C:19]2[CH:24]=[CH:23][CH:22]=[CH:21][C:20]=2[C:25]2[N:26]([C:31]3[CH:32]=[C:33]([CH:37]=[CH:38][CH:39]=3)[C:34]([NH:10][S:7]([C:6]3[C:2]([CH3:1])=[N:3][O:4][C:5]=3[CH3:11])(=[O:9])=[O:8])=[O:35])[C:27]([CH3:30])=[CH:28][CH:29]=2)=[CH:15][CH:14]=1. The catalyst class is: 49. (4) Reactant: [N+:1]([O-:4])(O)=[O:2].[Br:5][C:6]1[CH:15]=[CH:14][C:9]([C:10]([O:12][CH3:13])=[O:11])=[C:8]([Cl:16])[CH:7]=1. Product: [Br:5][C:6]1[C:15]([N+:1]([O-:4])=[O:2])=[CH:14][C:9]([C:10]([O:12][CH3:13])=[O:11])=[C:8]([Cl:16])[CH:7]=1. The catalyst class is: 82. (5) Reactant: [OH:1][C:2]1[CH:7]=[CH:6][C:5]([CH:8]([CH3:12])[C:9]([OH:11])=O)=[CH:4][CH:3]=1.[CH2:13]([NH2:16])[CH:14]=[CH2:15].CCN(CC)CC. Product: [CH2:13]([NH:16][C:9](=[O:11])[CH:8]([C:5]1[CH:4]=[CH:3][C:2]([OH:1])=[CH:7][CH:6]=1)[CH3:12])[CH:14]=[CH2:15]. The catalyst class is: 1. (6) Reactant: [OH-].[Na+].[CH3:3][C:4]1[CH:5]=[CH:6][CH:7]=[C:8]([C:21]([O:23]C)=[O:22])[C:9]=1[C:10]1[CH:15]=[CH:14][C:13]([O:16][C:17]([F:20])([F:19])[F:18])=[CH:12][CH:11]=1. Product: [CH3:3][C:4]1[CH:5]=[CH:6][CH:7]=[C:8]([C:21]([OH:23])=[O:22])[C:9]=1[C:10]1[CH:11]=[CH:12][C:13]([O:16][C:17]([F:19])([F:20])[F:18])=[CH:14][CH:15]=1. The catalyst class is: 5. (7) Reactant: [OH:1][C@H:2]1[CH2:7][CH2:6][C@H:5]([N:8]2[CH2:12][CH2:11][C:10]3([CH2:17][CH2:16][N:15](C(OCC4C=CC=CC=4)=O)[CH2:14][CH2:13]3)[C:9]2=[O:28])[CH2:4][CH2:3]1. Product: [OH:1][C@H:2]1[CH2:3][CH2:4][C@H:5]([N:8]2[CH2:12][CH2:11][C:10]3([CH2:17][CH2:16][NH:15][CH2:14][CH2:13]3)[C:9]2=[O:28])[CH2:6][CH2:7]1. The catalyst class is: 19.